Dataset: Full USPTO retrosynthesis dataset with 1.9M reactions from patents (1976-2016). Task: Predict the reactants needed to synthesize the given product. (1) Given the product [ClH:1].[CH3:10][O:11][C:12]1[CH:19]=[CH:18][C:15]([CH2:16][NH:9][CH2:8][CH2:7][C:4]2[CH:5]=[CH:6][S:2][CH:3]=2)=[CH:14][CH:13]=1, predict the reactants needed to synthesize it. The reactants are: [ClH:1].[S:2]1[CH:6]=[CH:5][C:4]([CH2:7][CH2:8][NH2:9])=[CH:3]1.[CH3:10][O:11][C:12]1[CH:19]=[CH:18][C:15]([CH:16]=O)=[CH:14][CH:13]=1.C(N(CC)CC)C.[BH4-].[Na+]. (2) Given the product [CH3:21][O:20][CH2:19][CH2:18][O:17][C:14]1[CH:15]=[CH:16][C:11]([N:8]2[C:6]3[N:7]=[C:2]([NH:23][C@@H:24]4[CH2:28][CH2:27][C@@H:26]([C:29]([OH:31])=[O:30])[CH2:25]4)[N:3]=[CH:4][C:5]=3[N:10]=[N:9]2)=[CH:12][CH:13]=1, predict the reactants needed to synthesize it. The reactants are: Cl[C:2]1[N:3]=[CH:4][C:5]2[N:10]=[N:9][N:8]([C:11]3[CH:16]=[CH:15][C:14]([O:17][CH2:18][CH2:19][O:20][CH3:21])=[CH:13][CH:12]=3)[C:6]=2[N:7]=1.Cl.[NH2:23][C@@H:24]1[CH2:28][CH2:27][C@@H:26]([C:29]([OH:31])=[O:30])[CH2:25]1.C(N(C(C)C)C(C)C)C.